Dataset: NCI-60 drug combinations with 297,098 pairs across 59 cell lines. Task: Regression. Given two drug SMILES strings and cell line genomic features, predict the synergy score measuring deviation from expected non-interaction effect. (1) Synergy scores: CSS=50.9, Synergy_ZIP=-2.29, Synergy_Bliss=-2.02, Synergy_Loewe=-0.276, Synergy_HSA=-0.290. Drug 2: CCCCC(=O)OCC(=O)C1(CC(C2=C(C1)C(=C3C(=C2O)C(=O)C4=C(C3=O)C=CC=C4OC)O)OC5CC(C(C(O5)C)O)NC(=O)C(F)(F)F)O. Drug 1: C1=C(C(=O)NC(=O)N1)N(CCCl)CCCl. Cell line: HL-60(TB). (2) Drug 1: C1CCN(CC1)CCOC2=CC=C(C=C2)C(=O)C3=C(SC4=C3C=CC(=C4)O)C5=CC=C(C=C5)O. Drug 2: C1CCC(C1)C(CC#N)N2C=C(C=N2)C3=C4C=CNC4=NC=N3. Cell line: SK-MEL-28. Synergy scores: CSS=-9.40, Synergy_ZIP=5.35, Synergy_Bliss=5.90, Synergy_Loewe=-4.28, Synergy_HSA=-2.21.